Dataset: Full USPTO retrosynthesis dataset with 1.9M reactions from patents (1976-2016). Task: Predict the reactants needed to synthesize the given product. (1) Given the product [CH3:17][O:18][C:2]1[C:3]([C:12]([O:14][CH2:15][CH3:16])=[O:13])=[N:4][C:5]2[C:10]([N:11]=1)=[CH:9][CH:8]=[CH:7][CH:6]=2, predict the reactants needed to synthesize it. The reactants are: Cl[C:2]1[C:3]([C:12]([O:14][CH2:15][CH3:16])=[O:13])=[N:4][C:5]2[C:10]([N:11]=1)=[CH:9][CH:8]=[CH:7][CH:6]=2.[CH3:17][O-:18].[Na+].[Cl-].[NH4+]. (2) Given the product [C:15]([CH2:14][CH:13]([N:11]1[CH:12]=[C:8]([C:6]2[C:5]([O:22][CH3:23])=[CH:4][N:3]=[C:2]([NH:24][C:25]3[CH:33]=[CH:32][C:28]([C:29]([OH:31])=[O:30])=[CH:27][CH:26]=3)[N:7]=2)[CH:9]=[N:10]1)[CH:17]1[CH2:21][CH2:20][CH2:19][CH2:18]1)#[N:16], predict the reactants needed to synthesize it. The reactants are: Cl[C:2]1[N:7]=[C:6]([C:8]2[CH:9]=[N:10][N:11]([CH:13]([CH:17]3[CH2:21][CH2:20][CH2:19][CH2:18]3)[CH2:14][C:15]#[N:16])[CH:12]=2)[C:5]([O:22][CH3:23])=[CH:4][N:3]=1.[NH2:24][C:25]1[CH:33]=[CH:32][C:28]([C:29]([OH:31])=[O:30])=[CH:27][CH:26]=1.C1(C)C=CC(S(O)(=O)=O)=CC=1. (3) Given the product [CH2:1]([C@H:8]1[CH2:9][N:10]([CH2:14][C:15]2[CH:20]=[CH:19][C:18]([C:21]3[CH:26]=[C:25]([CH3:27])[CH:24]=[CH:23][C:22]=3[Cl:28])=[CH:17][CH:16]=2)[CH2:11][CH2:12][N:13]1[C:29](=[O:31])[CH3:30])[C:2]1[CH:7]=[CH:6][CH:5]=[CH:4][CH:3]=1, predict the reactants needed to synthesize it. The reactants are: [CH2:1]([C@@H:8]1[NH:13][CH2:12][CH2:11][N:10]([CH2:14][C:15]2[CH:20]=[CH:19][C:18]([C:21]3[CH:26]=[C:25]([CH3:27])[CH:24]=[CH:23][C:22]=3[Cl:28])=[CH:17][CH:16]=2)[CH2:9]1)[C:2]1[CH:7]=[CH:6][CH:5]=[CH:4][CH:3]=1.[C:29](Cl)(=[O:31])[CH3:30].C(N(CC)C(C)C)(C)C. (4) Given the product [CH3:21][C:22]([CH3:36])=[CH:23][CH2:24][CH2:25]/[C:26](/[CH3:35])=[CH:27]/[CH2:28][CH2:29]/[C:30](/[CH3:34])=[CH:31]/[CH:32]=[O:33].[CH3:37][C:38]([CH3:52])=[CH:39][CH2:40][CH2:41]/[C:42](/[CH3:51])=[CH:43]/[CH2:44][CH2:45]/[C:46](/[CH3:50])=[CH:47]\[CH:48]=[O:49], predict the reactants needed to synthesize it. The reactants are: OC(CC/C=C(/CCC=C(C)C)\C)(C=C)C.CS(C)=O.[CH3:21][C:22]([CH3:36])=[CH:23][CH2:24][CH2:25]/[C:26](/[CH3:35])=[CH:27]/[CH2:28][CH2:29]/[C:30](/[CH3:34])=[CH:31]/[CH:32]=[O:33].[CH3:37][C:38]([CH3:52])=[CH:39][CH2:40][CH2:41]/[C:42](/[CH3:51])=[CH:43]/[CH2:44][CH2:45]/[C:46](/[CH3:50])=[CH:47]\[CH:48]=[O:49]. (5) The reactants are: [CH:1]([O-:4])([CH3:3])[CH3:2].[CH:5]([O-:8])([CH3:7])[CH3:6].C([O-])(C)C.[Al+3:13].[C:14]([OH:18])(=[O:17])[CH:15]=[CH2:16]. Given the product [CH:1]([O-:4])([CH3:3])[CH3:2].[CH:5]([O-:8])([CH3:7])[CH3:6].[C:14]([O-:18])(=[O:17])[CH:15]=[CH2:16].[Al+3:13], predict the reactants needed to synthesize it. (6) Given the product [Br:1][C:2]1[C:10]2[O:11][CH2:12][CH2:13][C:9]=2[C:8]2[C@H:7]([CH2:14][C:15]([NH2:17])=[O:16])[CH2:6][CH2:5][C:4]=2[C:3]=1[Br:18], predict the reactants needed to synthesize it. The reactants are: [Br:1][C:2]1[C:10]2[O:11][CH2:12][CH2:13][C:9]=2[C:8]2[C:7]([CH2:14][C:15]([NH2:17])=[O:16])=[CH:6][CH2:5][C:4]=2[C:3]=1[Br:18].[H][H]. (7) Given the product [C:25]([O:24][C:22]([NH:21][C@H:9]([CH2:8][C:5]1[CH:6]=[CH:7][C:2]([C:34]2[CH:33]=[CH:32][CH:31]=[C:30]([Cl:29])[CH:35]=2)=[CH:3][CH:4]=1)[CH2:10][C:11]([O:13][CH2:14][C:15]1[CH:20]=[CH:19][CH:18]=[CH:17][CH:16]=1)=[O:12])=[O:23])([CH3:28])([CH3:27])[CH3:26], predict the reactants needed to synthesize it. The reactants are: Br[C:2]1[CH:7]=[CH:6][C:5]([CH2:8][C@@H:9]([NH:21][C:22]([O:24][C:25]([CH3:28])([CH3:27])[CH3:26])=[O:23])[CH2:10][C:11]([O:13][CH2:14][C:15]2[CH:20]=[CH:19][CH:18]=[CH:17][CH:16]=2)=[O:12])=[CH:4][CH:3]=1.[Cl:29][C:30]1[CH:31]=[C:32](B(O)O)[CH:33]=[CH:34][CH:35]=1.